Dataset: Full USPTO retrosynthesis dataset with 1.9M reactions from patents (1976-2016). Task: Predict the reactants needed to synthesize the given product. (1) Given the product [NH2:1][C:2]1[N:3]=[CH:4][C:5]([C:8]2[N:9]=[C:10]([N:28]3[CH2:33][CH2:32][O:31][CH2:30][CH2:29]3)[C:11]3[S:16][C:15]([C:17]4[CH:18]=[C:19]([CH2:23][C:24]([N:38]5[CH2:39][CH2:40][N:35]([CH3:34])[CH2:36][CH2:37]5)=[O:25])[CH:20]=[CH:21][CH:22]=4)=[C:14]([CH3:27])[C:12]=3[N:13]=2)=[CH:6][N:7]=1, predict the reactants needed to synthesize it. The reactants are: [NH2:1][C:2]1[N:7]=[CH:6][C:5]([C:8]2[N:9]=[C:10]([N:28]3[CH2:33][CH2:32][O:31][CH2:30][CH2:29]3)[C:11]3[S:16][C:15]([C:17]4[CH:18]=[C:19]([CH2:23][C:24](O)=[O:25])[CH:20]=[CH:21][CH:22]=4)=[C:14]([CH3:27])[C:12]=3[N:13]=2)=[CH:4][N:3]=1.[CH3:34][N:35]1[CH2:40][CH2:39][NH:38][CH2:37][CH2:36]1. (2) Given the product [N:1]1[N:2]=[C:3]([CH:10]([NH:22][C:23]([N:50]2[CH2:51][CH2:52][CH:47]([N:42]3[CH2:41][C:40]4[C:45](=[C:36]([F:35])[CH:37]=[CH:38][CH:39]=4)[NH:44][C:43]3=[O:46])[CH2:48][CH2:49]2)=[O:24])[CH2:11][C:12]2[CH:13]=[C:14]3[C:18](=[C:19]([CH3:21])[CH:20]=2)[NH:17][N:16]=[CH:15]3)[N:4]2[CH:9]=[CH:8][CH:7]=[CH:6][C:5]=12, predict the reactants needed to synthesize it. The reactants are: [N:1]1[N:2]=[C:3]([CH:10]([NH2:22])[CH2:11][C:12]2[CH:13]=[C:14]3[C:18](=[C:19]([CH3:21])[CH:20]=2)[NH:17][N:16]=[CH:15]3)[N:4]2[CH:9]=[CH:8][CH:7]=[CH:6][C:5]=12.[C:23](C1NC=CN=1)(C1NC=CN=1)=[O:24].[F:35][C:36]1[CH:37]=[CH:38][CH:39]=[C:40]2[C:45]=1[NH:44][C:43](=[O:46])[N:42]([CH:47]1[CH2:52][CH2:51][NH:50][CH2:49][CH2:48]1)[CH2:41]2. (3) Given the product [CH3:1][O:2][C:3]([C:5]1[S:6][C:7]([C:11]([OH:14])=[O:12])=[CH:8][C:9]=1[Br:10])=[O:4], predict the reactants needed to synthesize it. The reactants are: [CH3:1][O:2][C:3]([C:5]1[S:6][C:7]([CH2:11][OH:12])=[CH:8][C:9]=1[Br:10])=[O:4].I(O)(=O)(=O)=[O:14]. (4) Given the product [CH3:19][O:18][C:15]1[CH:16]=[CH:17][C:12]([CH2:11][S:10][C@H:8]2[CH2:7][N:6]([S:20]([C:23]3[CH:32]=[CH:31][C:30]4[C:25](=[CH:26][CH:27]=[CH:28][CH:29]=4)[CH:24]=3)(=[O:22])=[O:21])[C@H:5]([C:3]([NH:34][NH2:35])=[O:2])[CH2:9]2)=[CH:13][CH:14]=1, predict the reactants needed to synthesize it. The reactants are: C[O:2][C:3]([C@@H:5]1[CH2:9][C@@H:8]([S:10][CH2:11][C:12]2[CH:17]=[CH:16][C:15]([O:18][CH3:19])=[CH:14][CH:13]=2)[CH2:7][N:6]1[S:20]([C:23]1[CH:32]=[CH:31][C:30]2[C:25](=[CH:26][CH:27]=[CH:28][CH:29]=2)[CH:24]=1)(=[O:22])=[O:21])=O.O.[NH2:34][NH2:35]. (5) Given the product [Si:15]([O:14][C:11]1[CH:12]=[CH:13][C:8]([C:6]2[N:7]=[C:2]([C:28]3[CH:29]=[CH:30][C:25]([N:24]([CH3:34])[CH3:23])=[CH:26][CH:27]=3)[C:3]([NH2:22])=[N:4][CH:5]=2)=[CH:9][CH:10]=1)([C:18]([CH3:21])([CH3:20])[CH3:19])([CH3:17])[CH3:16], predict the reactants needed to synthesize it. The reactants are: Br[C:2]1[C:3]([NH2:22])=[N:4][CH:5]=[C:6]([C:8]2[CH:13]=[CH:12][C:11]([O:14][Si:15]([C:18]([CH3:21])([CH3:20])[CH3:19])([CH3:17])[CH3:16])=[CH:10][CH:9]=2)[N:7]=1.[CH3:23][N:24]([CH3:34])[C:25]1[CH:30]=[CH:29][C:28](B(O)O)=[CH:27][CH:26]=1.C([O-])([O-])=O.[Na+].[Na+].O. (6) The reactants are: [CH3:1][C:2]([C:5]1[NH:9][C:8]2[CH2:10][CH2:11][CH2:12][C:13](=[O:14])[C:7]=2[N:6]=1)([CH3:4])[CH3:3].Br[CH2:16][C:17]1[CH:22]=[CH:21][C:20]([Cl:23])=[CH:19][CH:18]=1.[OH-].[Na+]. Given the product [Cl:23][C:20]1[CH:21]=[CH:22][C:17]([CH2:16][N:6]2[C:7]3[C:13](=[O:14])[CH2:12][CH2:11][CH2:10][C:8]=3[N:9]=[C:5]2[C:2]([CH3:1])([CH3:3])[CH3:4])=[CH:18][CH:19]=1, predict the reactants needed to synthesize it. (7) Given the product [Br:1][C:2]1[CH:29]=[CH:28][C:5]([CH2:6][O:7][C@H:8]([C@@H:11]2[CH2:13][C@@H:12]2[CH:14]2[CH2:15][CH2:16][N:17]([C:20]3[N:21]=[CH:22][C:23]([CH2:26][CH3:27])=[CH:24][N:25]=3)[CH2:18][CH2:19]2)[CH2:9][O:10][CH3:30])=[CH:4][CH:3]=1, predict the reactants needed to synthesize it. The reactants are: [Br:1][C:2]1[CH:29]=[CH:28][C:5]([CH2:6][O:7][C@H:8]([C@@H:11]2[CH2:13][C@@H:12]2[CH:14]2[CH2:19][CH2:18][N:17]([C:20]3[N:25]=[CH:24][C:23]([CH2:26][CH3:27])=[CH:22][N:21]=3)[CH2:16][CH2:15]2)[CH2:9][OH:10])=[CH:4][CH:3]=1.[CH3:30][Si]([N-][Si](C)(C)C)(C)C.[Na+].CI. (8) Given the product [CH3:32][N:33]([CH2:27][C:23]1[CH:22]=[C:21]([C:18]2[CH:19]=[C:20]3[C:15](=[C:16]([C:29]([NH2:31])=[O:30])[CH:17]=2)[NH:14][CH:13]=[C:12]3[CH:9]2[CH2:10][CH2:11][N:6]([S:3]([CH2:1][CH3:2])(=[O:4])=[O:5])[CH2:7][CH2:8]2)[CH:26]=[CH:25][CH:24]=1)[CH3:34], predict the reactants needed to synthesize it. The reactants are: [CH2:1]([S:3]([N:6]1[CH2:11][CH2:10][CH:9]([C:12]2[C:20]3[C:15](=[C:16]([C:29]([NH2:31])=[O:30])[CH:17]=[C:18]([C:21]4[CH:26]=[CH:25][CH:24]=[C:23]([CH:27]=O)[CH:22]=4)[CH:19]=3)[NH:14][CH:13]=2)[CH2:8][CH2:7]1)(=[O:5])=[O:4])[CH3:2].[CH3:32][NH:33][CH3:34].C1COCC1.C(O[BH-](OC(=O)C)OC(=O)C)(=O)C.[Na+].